From a dataset of Retrosynthesis with 50K atom-mapped reactions and 10 reaction types from USPTO. Predict the reactants needed to synthesize the given product. (1) Given the product Cc1cc2cn[nH]c2cc1N, predict the reactants needed to synthesize it. The reactants are: Cc1cc2cn[nH]c2cc1[N+](=O)[O-]. (2) Given the product COc1cc(N2CCN(C(C)=O)CC2)c(C#N)cc1[N+](=O)[O-], predict the reactants needed to synthesize it. The reactants are: CC(=O)N1CCNCC1.COc1cc(F)c(C#N)cc1[N+](=O)[O-]. (3) The reactants are: CC[C@H](N)C(=O)OC.C[C@H](NC(=O)Cc1cc(F)cc(F)c1)C(=O)O. Given the product CC[C@H](NC(=O)[C@H](C)NC(=O)Cc1cc(F)cc(F)c1)C(=O)OC, predict the reactants needed to synthesize it. (4) Given the product O=C(N[C@H]1Cc2ccc(CO)cc2C1)OCc1ccccc1, predict the reactants needed to synthesize it. The reactants are: COC(=O)c1ccc2c(c1)C[C@@H](NC(=O)OCc1ccccc1)C2. (5) Given the product Nc1nc(NCCO)ccc1[N+](=O)[O-], predict the reactants needed to synthesize it. The reactants are: NCCO.Nc1nc(Cl)ccc1[N+](=O)[O-]. (6) Given the product O=C1CCc2cc(-c3ccc(Cl)cc3)c(OCc3ccc(C(=O)O)cc3)cc2N1, predict the reactants needed to synthesize it. The reactants are: O=C1CCc2cc(Br)c(OCc3ccc(C(=O)O)cc3)cc2N1.OB(O)c1ccc(Cl)cc1. (7) Given the product Cc1cc(F)ccc1C1(CCCN2CCC3(CC2)C(=O)NCN3c2ccccc2)OCCO1, predict the reactants needed to synthesize it. The reactants are: Cc1cc(F)ccc1C1(CCCCl)OCCO1.O=C1NCN(c2ccccc2)C12CCNCC2.